The task is: Predict the product of the given reaction.. This data is from Forward reaction prediction with 1.9M reactions from USPTO patents (1976-2016). (1) Given the reactants [OH:1][C:2]1[CH:3]=[C:4]([CH:13]=[CH:14][CH:15]=1)[C:5]([C:7]1[CH:12]=[CH:11][CH:10]=[CH:9][CH:8]=1)=[O:6].[C:16](=O)([O-])[O-].[K+].[K+].Br[C:23]1[CH:32]=[CH:31][C:26]([C:27]([O:29][CH3:30])=[O:28])=[CH:25][CH:24]=1, predict the reaction product. The product is: [C:5]([C:4]1[CH:3]=[C:2]([CH:15]=[CH:14][CH:13]=1)[O:1][CH2:16][C:23]1[CH:32]=[CH:31][C:26]([C:27]([O:29][CH3:30])=[O:28])=[CH:25][CH:24]=1)(=[O:6])[C:7]1[CH:12]=[CH:11][CH:10]=[CH:9][CH:8]=1. (2) Given the reactants [H-].[Na+].[CH:3]1[C:13]2[CH2:12][O:11][C:10]3[CH:14]=[CH:15][CH:16]=[CH:17][C:9]=3[NH:8][C:7]=2[CH:6]=[CH:5][CH:4]=1.CS(O[C@H:23]1[CH2:27][CH2:26][N:25]([CH2:28][CH2:29][CH2:30][C:31]2[CH:36]=[CH:35][C:34]([O:37][CH3:38])=[CH:33][CH:32]=2)[CH2:24]1)(=O)=O, predict the reaction product. The product is: [CH3:38][O:37][C:34]1[CH:33]=[CH:32][C:31]([CH2:30][CH2:29][CH2:28][N:25]2[CH2:26][CH2:27][C@@H:23]([N:8]3[C:7]4[CH:6]=[CH:5][CH:4]=[CH:3][C:13]=4[CH2:12][O:11][C:10]4[CH:14]=[CH:15][CH:16]=[CH:17][C:9]3=4)[CH2:24]2)=[CH:36][CH:35]=1. (3) Given the reactants Cl[C:2]1[N:10]=[C:9]2[C:5]([N:6]([CH2:18][C:19]3[CH:24]=[CH:23][C:22]([F:25])=[C:21]([C:26]([F:29])([F:28])[F:27])[CH:20]=3)[C:7]([C:11]3[CH:16]=[CH:15][CH:14]=[C:13]([CH3:17])[CH:12]=3)=[N:8]2)=[C:4]([NH:30][C@@H:31]([CH:33]2[CH2:35][CH2:34]2)[CH3:32])[N:3]=1.C[C:37]([N:39](C)C)=O, predict the reaction product. The product is: [CH:33]1([C@H:31]([NH:30][C:4]2[N:3]=[C:2]([C:37]#[N:39])[N:10]=[C:9]3[C:5]=2[N:6]([CH2:18][C:19]2[CH:24]=[CH:23][C:22]([F:25])=[C:21]([C:26]([F:29])([F:28])[F:27])[CH:20]=2)[C:7]([C:11]2[CH:16]=[CH:15][CH:14]=[C:13]([CH3:17])[CH:12]=2)=[N:8]3)[CH3:32])[CH2:34][CH2:35]1. (4) Given the reactants C(O[C:5](=[O:7])[CH3:6])(=O)C.[CH2:8]([C:10]1[CH:16]=[CH:15][C:13]([NH2:14])=[CH:12][CH:11]=1)[CH3:9].[N+:17]([O-])([OH:19])=[O:18], predict the reaction product. The product is: [CH2:8]([C:10]1[CH:16]=[CH:15][C:13]([NH:14][C:5](=[O:7])[CH3:6])=[C:12]([N+:17]([O-:19])=[O:18])[CH:11]=1)[CH3:9]. (5) Given the reactants [N+:1]([C:4]1[CH:9]=[CH:8][CH:7]=[CH:6][C:5]=1[C@@H:10]1[O:14][C:13]([CH3:16])([CH3:15])[O:12][C@H:11]1[CH2:17][OH:18])([O-])=O.[N+](C1C=CC=CC=1[C@H]1OC(C)(C)O[C@@H]1CO)([O-])=O, predict the reaction product. The product is: [NH2:1][C:4]1[CH:9]=[CH:8][CH:7]=[CH:6][C:5]=1[C@@H:10]1[O:14][C:13]([CH3:15])([CH3:16])[O:12][C@H:11]1[CH2:17][OH:18]. (6) Given the reactants [C:1]1([CH2:7][NH:8][C:9]2[CH:18]=[CH:17][C:12]3[N:13]=[C:14]([SH:16])[S:15][C:11]=3[CH:10]=2)[CH:6]=[CH:5][CH:4]=[CH:3][CH:2]=1.[O:19]([CH2:26][C:27](Cl)=[O:28])[C:20]1[CH:25]=[CH:24][CH:23]=[CH:22][CH:21]=1, predict the reaction product. The product is: [SH:16][C:14]1[S:15][C:11]2[CH:10]=[C:9]([N:8]([CH2:7][C:1]3[CH:2]=[CH:3][CH:4]=[CH:5][CH:6]=3)[C:27](=[O:28])[CH2:26][O:19][C:20]3[CH:25]=[CH:24][CH:23]=[CH:22][CH:21]=3)[CH:18]=[CH:17][C:12]=2[N:13]=1. (7) The product is: [N:7]1([C:12]2[CH:13]=[CH:14][C:15]([CH:16]([O:17][Si:3]([CH3:4])([CH3:5])[CH3:6])[C:20]#[N:21])=[CH:18][CH:19]=2)[CH:11]=[CH:10][N:9]=[CH:8]1. Given the reactants C([Si:3]([CH3:6])([CH3:5])[CH3:4])#N.[N:7]1([C:12]2[CH:19]=[CH:18][C:15]([CH:16]=[O:17])=[CH:14][CH:13]=2)[CH:11]=[CH:10][N:9]=[CH:8]1.[CH3:20][N:21](C=O)C, predict the reaction product. (8) Given the reactants [CH3:1]/[C:2](/[C:5]1[CH:10]=[CH:9][N:8]=[C:7]([C:11]2[N:19]([CH2:20][C:21]3[CH:26]=[CH:25][C:24]([C:27]([F:30])([F:29])[F:28])=[CH:23][CH:22]=3)[C:18]3[C:13](=[N:14][C:15]([C:38]([OH:40])=[O:39])=[N:16][C:17]=3[NH:31][C@@H:32]([CH:34]3[CH2:37][CH2:36][CH2:35]3)[CH3:33])[N:12]=2)[CH:6]=1)=[CH:3]/[CH3:4], predict the reaction product. The product is: [CH:2]([C:5]1[CH:10]=[CH:9][N:8]=[C:7]([C:11]2[N:19]([CH2:20][C:21]3[CH:26]=[CH:25][C:24]([C:27]([F:30])([F:29])[F:28])=[CH:23][CH:22]=3)[C:18]3[C:13](=[N:14][C:15]([C:38]([OH:40])=[O:39])=[N:16][C:17]=3[NH:31][C@@H:32]([CH:34]3[CH2:35][CH2:36][CH2:37]3)[CH3:33])[N:12]=2)[CH:6]=1)([CH2:3][CH3:4])[CH3:1]. (9) Given the reactants [CH3:1][CH:2]([S:4]([NH:7][CH:8]1[CH2:12][CH2:11][CH2:10][CH:9]1[O:13]CC1C=CC=CC=1)(=[O:6])=[O:5])[CH3:3].[Cl:21][C:22]1[CH:27]=[CH:26][C:25]([Mg]Br)=[CH:24][CH:23]=1.[Cl-].[NH4+], predict the reaction product. The product is: [Cl:21][C:22]1[CH:27]=[CH:26][C:25]([C:9]2([OH:13])[CH2:10][CH2:11][CH2:12][CH:8]2[NH:7][S:4]([CH:2]([CH3:1])[CH3:3])(=[O:5])=[O:6])=[CH:24][CH:23]=1.